Dataset: Full USPTO retrosynthesis dataset with 1.9M reactions from patents (1976-2016). Task: Predict the reactants needed to synthesize the given product. (1) Given the product [NH2:25][C:24]1[C:23]([F:22])=[CH:29][C:28]([CH3:30])=[C:27]([C:7]2[C:18]([CH3:19])=[N:17][C:10]3[N:11]=[C:12]([NH:15][CH3:16])[N:13]=[CH:14][C:9]=3[CH:8]=2)[CH:26]=1, predict the reactants needed to synthesize it. The reactants are: FC(F)(F)S(O[C:7]1[C:18]([CH3:19])=[N:17][C:10]2[N:11]=[C:12]([NH:15][CH3:16])[N:13]=[CH:14][C:9]=2[CH:8]=1)(=O)=O.[F:22][C:23]1[CH:29]=[C:28]([CH3:30])[C:27](B2OC(C)(C)C(C)(C)O2)=[CH:26][C:24]=1[NH2:25].C([O-])(O)=O.[Na+]. (2) Given the product [OH:21][NH:20][C:1](=[NH:2])[C:3]1[CH:11]=[CH:10][CH:9]=[C:8]2[C:4]=1[CH:5]=[N:6][N:7]2[C:12]([O:14][C:15]([CH3:17])([CH3:16])[CH3:18])=[O:13], predict the reactants needed to synthesize it. The reactants are: [C:1]([C:3]1[CH:11]=[CH:10][CH:9]=[C:8]2[C:4]=1[CH:5]=[N:6][N:7]2[C:12]([O:14][C:15]([CH3:18])([CH3:17])[CH3:16])=[O:13])#[N:2].Cl.[NH2:20][OH:21].C(=O)(O)[O-].[Na+]. (3) Given the product [C:89]([O:93][NH:94][C:38]([C@:2]1([OH:1])[C@H:7]([NH:8][S:9]([C:12]2[CH:17]=[CH:16][C:15]([O:18][CH2:19][C:20]3[C:29]4[C:24](=[CH:25][CH:26]=[CH:27][CH:28]=4)[N:23]=[C:22]([CH3:30])[CH:21]=3)=[CH:14][CH:13]=2)(=[O:11])=[O:10])[CH2:6][CH2:5][N:4]([C:31]([O:33][C:34]([CH3:37])([CH3:35])[CH3:36])=[O:32])[CH2:3]1)=[O:39])([CH3:92])([CH3:91])[CH3:90], predict the reactants needed to synthesize it. The reactants are: [OH:1][C@@:2]1([C:38](OC)=[O:39])[C@H:7]([NH:8][S:9]([C:12]2[CH:17]=[CH:16][C:15]([O:18][CH2:19][C:20]3[C:29]4[C:24](=[CH:25][CH:26]=[CH:27][CH:28]=4)[N:23]=[C:22]([CH3:30])[CH:21]=3)=[CH:14][CH:13]=2)(=[O:11])=[O:10])[CH2:6][CH2:5][N:4]([C:31]([O:33][C:34]([CH3:37])([CH3:36])[CH3:35])=[O:32])[CH2:3]1.[OH-].[Na+].Cl.C(N(CC)CC)C.C(N(C(C)C)CC)(C)C.CN([P+](ON1N=NC2C=CC=CC1=2)(N(C)C)N(C)C)C.F[P-](F)(F)(F)(F)F.Cl.[C:89]([O:93][NH2:94])([CH3:92])([CH3:91])[CH3:90]. (4) Given the product [NH2:22][C:13]1[CH:14]=[C:15]([C:18]([F:19])([F:21])[F:20])[CH:16]=[CH:17][C:12]=1[CH2:11][N:6]1[C:5]2[C:9](=[N:10][C:2]([Cl:1])=[N:3][C:4]=2[NH:25][C@@H:26]([CH:28]2[CH2:29][CH2:30][CH2:31]2)[CH3:27])[N:8]=[CH:7]1, predict the reactants needed to synthesize it. The reactants are: [Cl:1][C:2]1[N:10]=[C:9]2[C:5]([N:6]([CH2:11][C:12]3[CH:17]=[CH:16][C:15]([C:18]([F:21])([F:20])[F:19])=[CH:14][C:13]=3[N+:22]([O-])=O)[CH:7]=[N:8]2)=[C:4]([NH:25][C@@H:26]([CH:28]2[CH2:31][CH2:30][CH2:29]2)[CH3:27])[N:3]=1.[Cl-].[NH4+]. (5) Given the product [CH2:1]([N:8]1[CH2:13][CH2:12][O:11][CH:10]([CH:14]([OH:18])[CH:15]([CH3:16])[CH3:17])[CH2:9]1)[C:2]1[CH:3]=[CH:4][CH:5]=[CH:6][CH:7]=1, predict the reactants needed to synthesize it. The reactants are: [CH2:1]([N:8]1[CH2:13][CH2:12][O:11][CH:10]([CH:14]([OH:18])[CH:15]([CH3:17])[CH3:16])[C:9]1=O)[C:2]1[CH:7]=[CH:6][CH:5]=[CH:4][CH:3]=1. (6) Given the product [Cl:1][C:2]1[CH:3]=[C:4]([OH:21])[C:5]([NH:8][S:9]([CH2:12][C:13]2[CH:18]=[CH:17][CH:16]=[C:15]([Cl:20])[C:14]=2[Cl:22])(=[O:11])=[O:10])=[N:6][CH:7]=1, predict the reactants needed to synthesize it. The reactants are: [Cl:1][C:2]1[CH:3]=[C:4]([OH:21])[C:5]([NH:8][S:9]([CH2:12][C:13]2[CH:18]=[C:17](Cl)[CH:16]=[C:15]([Cl:20])[CH:14]=2)(=[O:11])=[O:10])=[N:6][CH:7]=1.[Cl:22]C1C(Cl)=CC=CC=1CS(Cl)(=O)=O.ClC1C=C(CS(Cl)(=O)=O)C=C(Cl)C=1.